From a dataset of TCR-epitope binding with 47,182 pairs between 192 epitopes and 23,139 TCRs. Binary Classification. Given a T-cell receptor sequence (or CDR3 region) and an epitope sequence, predict whether binding occurs between them. The epitope is IPSINVHHY. The TCR CDR3 sequence is CSASGARGADTQYF. Result: 0 (the TCR does not bind to the epitope).